Dataset: Catalyst prediction with 721,799 reactions and 888 catalyst types from USPTO. Task: Predict which catalyst facilitates the given reaction. (1) Reactant: [CH2:1]([Li])[CH2:2]CC.C([Si](C)(C)C)#C.[N:12]1[CH:17]=[CH:16][CH:15]=[C:14]2[CH2:18][CH2:19][C:20](=[O:21])[C:13]=12. Product: [C:1]([C:20]1([OH:21])[C:13]2=[N:12][CH:17]=[CH:16][CH:15]=[C:14]2[CH2:18][CH2:19]1)#[CH:2]. The catalyst class is: 20. (2) The catalyst class is: 5. Product: [C:1]([O:5][C:6](=[O:37])[N:7]([CH2:27][C@@H:28]([C:30]1[CH:35]=[CH:34][CH:33]=[C:32]([Cl:36])[CH:31]=1)[OH:29])[C@@H:8]([CH2:11][C:12]1[CH:17]=[CH:16][C:15]([O:18][C:19]2[C:24]([CH2:25][OH:26])=[CH:23][CH:22]=[CH:21][N:20]=2)=[CH:14][CH:13]=1)[CH2:9][OH:10])([CH3:4])([CH3:2])[CH3:3]. Reactant: [C:1]([O:5][C:6](=[O:37])[N:7]([CH2:27][C@@H:28]([C:30]1[CH:35]=[CH:34][CH:33]=[C:32]([Cl:36])[CH:31]=1)[OH:29])[C@@H:8]([CH2:11][C:12]1[CH:17]=[CH:16][C:15]([O:18][C:19]2[C:24]([CH:25]=[O:26])=[CH:23][CH:22]=[CH:21][N:20]=2)=[CH:14][CH:13]=1)[CH2:9][OH:10])([CH3:4])([CH3:3])[CH3:2].[BH4-].[Na+]. (3) Reactant: [C:1]([O:5][C:6]([N:8]1[CH2:13][CH2:12][N:11]([C:14]([O:16][CH2:17][C:18]2[CH:23]=[CH:22][CH:21]=[CH:20][CH:19]=2)=[O:15])[CH2:10][C@@H:9]1[CH:24]=O)=[O:7])([CH3:4])([CH3:3])[CH3:2].[CH3:26][O:27][C:28]1[CH:51]=[CH:50][CH:49]=[CH:48][C:29]=1[CH2:30][NH:31][CH2:32][C:33](=[O:47])[CH:34]([C:41]1[CH:46]=[CH:45][CH:44]=[CH:43][CH:42]=1)[C:35]1[CH:40]=[CH:39][CH:38]=[CH:37][CH:36]=1.[Na].C(=O)(O)[O-].[Na+]. Product: [C:1]([O:5][C:6]([N:8]1[CH2:13][CH2:12][N:11]([C:14]([O:16][CH2:17][C:18]2[CH:23]=[CH:22][CH:21]=[CH:20][CH:19]=2)=[O:15])[CH2:10][C@@H:9]1[CH2:24][N:31]([CH2:30][C:29]1[CH:48]=[CH:49][CH:50]=[CH:51][C:28]=1[O:27][CH3:26])[CH2:32][C:33](=[O:47])[CH:34]([C:35]1[CH:40]=[CH:39][CH:38]=[CH:37][CH:36]=1)[C:41]1[CH:42]=[CH:43][CH:44]=[CH:45][CH:46]=1)=[O:7])([CH3:4])([CH3:2])[CH3:3]. The catalyst class is: 411. (4) Reactant: [Cl:1][C:2]1[CH:24]=[C:23]([Cl:25])[CH:22]=[CH:21][C:3]=1[CH2:4][N:5]1[CH2:9][CH2:8][N:7]([CH:10]2[CH2:19][CH2:18][C:13]3(OCC[O:14]3)[CH2:12][CH2:11]2)[C:6]1=[O:20].Cl.C(=O)([O-])O.[Na+]. Product: [Cl:1][C:2]1[CH:24]=[C:23]([Cl:25])[CH:22]=[CH:21][C:3]=1[CH2:4][N:5]1[CH2:9][CH2:8][N:7]([CH:10]2[CH2:19][CH2:18][C:13](=[O:14])[CH2:12][CH2:11]2)[C:6]1=[O:20]. The catalyst class is: 7. (5) Reactant: [NH2:1][C@@H:2]([C@H:5]([CH3:11])[CH2:6][C:7]([F:10])([F:9])[F:8])[CH2:3][OH:4].C(N(CC)CC)C.[Cl:19][C:20]1[S:24][C:23]([S:25](Cl)(=[O:27])=[O:26])=[CH:22][CH:21]=1. Product: [Cl:19][C:20]1[S:24][C:23]([S:25]([NH:1][C@H:2]([CH2:3][OH:4])[C@H:5]([CH3:11])[CH2:6][C:7]([F:8])([F:9])[F:10])(=[O:27])=[O:26])=[CH:22][CH:21]=1. The catalyst class is: 2. (6) Reactant: [CH:1]([C:3]1[S:7][C:6]([C:8]([OH:10])=O)=[CH:5][CH:4]=1)=[O:2].ON1[C:16](=[O:17])[CH2:15]CC1=O.C1([N:25]=C=NC2CCCCC2)CCCCC1. Product: [OH:17][CH2:16][CH2:15][NH:25][C:8]([C:6]1[S:7][C:3]([CH:1]=[O:2])=[CH:4][CH:5]=1)=[O:10]. The catalyst class is: 9. (7) Reactant: [BH4-].[Na+].[Br:3][C:4]1[CH:5]=[C:6]2[NH:13][C:12](=[O:14])[N:11]([CH2:15][CH2:16][C:17](OC)=[O:18])[C:7]2=[N:8][C:9]=1[CH3:10].CO.[NH4+].[Cl-]. Product: [Br:3][C:4]1[CH:5]=[C:6]2[NH:13][C:12](=[O:14])[N:11]([CH2:15][CH2:16][CH2:17][OH:18])[C:7]2=[N:8][C:9]=1[CH3:10]. The catalyst class is: 1. (8) The catalyst class is: 2. Product: [F:40][C:39]([F:42])([F:41])[C:37]([OH:43])=[O:38].[CH3:1][O:2][C:3](=[O:36])[C@@H:4]([NH:14][C:15]([C:17]1[S:18][C:19]([C:23](=[O:35])[NH:24][CH2:25][C:26]2[CH:34]=[CH:33][CH:32]=[C:31]3[C:27]=2[CH:28]=[N:29][NH:30]3)=[CH:20][C:21]=1[Cl:22])=[O:16])[CH2:5][NH2:6]. Reactant: [CH3:1][O:2][C:3](=[O:36])[C@@H:4]([NH:14][C:15]([C:17]1[S:18][C:19]([C:23](=[O:35])[NH:24][CH2:25][C:26]2[CH:34]=[CH:33][CH:32]=[C:31]3[C:27]=2[CH:28]=[N:29][NH:30]3)=[CH:20][C:21]=1[Cl:22])=[O:16])[CH2:5][NH:6]C(OC(C)(C)C)=O.[C:37]([OH:43])([C:39]([F:42])([F:41])[F:40])=[O:38].